The task is: Predict the product of the given reaction.. This data is from Forward reaction prediction with 1.9M reactions from USPTO patents (1976-2016). (1) Given the reactants C[O:2][C:3](=[O:48])[CH2:4][C@H:5]([C:25]1[S:26][C:27]([C:30]2[C:38]3[C:33](=[N:34][CH:35]=[CH:36][CH:37]=3)[N:32](S(C3C=CC=CC=3)(=O)=O)[CH:31]=2)=[CH:28][CH:29]=1)[NH:6][C:7]([C:9]1[C:10](=[O:24])[N:11]([CH2:15][C:16]2[CH:21]=[CH:20][C:19]([F:22])=[C:18]([F:23])[CH:17]=2)[CH:12]=[CH:13][CH:14]=1)=[O:8].C(Cl)Cl, predict the reaction product. The product is: [F:23][C:18]1[CH:17]=[C:16]([CH:21]=[CH:20][C:19]=1[F:22])[CH2:15][N:11]1[CH:12]=[CH:13][CH:14]=[C:9]([C:7]([NH:6][C@@H:5]([C:25]2[S:26][C:27]([C:30]3[C:38]4[C:33](=[N:34][CH:35]=[CH:36][CH:37]=4)[NH:32][CH:31]=3)=[CH:28][CH:29]=2)[CH2:4][C:3]([OH:48])=[O:2])=[O:8])[C:10]1=[O:24]. (2) Given the reactants [N+:1]([C:4]1[CH:10]=[CH:9][CH:8]=[C:7]([C:11]2[CH:16]=[CH:15][CH:14]=[CH:13][N:12]=2)[C:5]=1[NH2:6])([O-])=O, predict the reaction product. The product is: [N:12]1[CH:13]=[CH:14][CH:15]=[CH:16][C:11]=1[C:7]1[CH:8]=[CH:9][CH:10]=[C:4]([NH2:1])[C:5]=1[NH2:6]. (3) Given the reactants [C:1](=[O:12])(OC(Cl)(Cl)Cl)OC(Cl)(Cl)Cl.[CH:13]1([N:16]2[CH2:21][CH2:20][CH:19]([NH2:22])[CH2:18][CH2:17]2)[CH2:15][CH2:14]1.[C@H:23]1([NH:32][C:33]2[CH:42]=[CH:41][C:40]3[C:35](=[CH:36][CH:37]=[C:38]([NH2:43])[CH:39]=3)[N:34]=2)[C:31]2[C:26](=[CH:27][CH:28]=[CH:29][CH:30]=2)[CH2:25][CH2:24]1, predict the reaction product. The product is: [CH:13]1([N:16]2[CH2:21][CH2:20][CH:19]([NH:22][C:1]([NH:43][C:38]3[CH:39]=[C:40]4[C:35](=[CH:36][CH:37]=3)[N:34]=[C:33]([NH:32][C@H:23]3[C:31]5[C:26](=[CH:27][CH:28]=[CH:29][CH:30]=5)[CH2:25][CH2:24]3)[CH:42]=[CH:41]4)=[O:12])[CH2:18][CH2:17]2)[CH2:15][CH2:14]1. (4) The product is: [C:3]([O:7][C:8](=[O:38])[N:9]([C@H:10]([C:12](=[O:36])[NH:13][C@@H:14]1[C:20](=[O:21])[N:19]([CH2:39][C:40]2[CH:45]=[CH:44][CH:43]=[CH:42][CH:41]=2)[C:18]2[CH:22]=[C:23]([O:26][CH2:27][CH2:28][CH2:29][C:30]3[CH:31]=[CH:32][CH:33]=[CH:34][CH:35]=3)[CH:24]=[CH:25][C:17]=2[CH2:16][CH2:15]1)[CH3:11])[CH3:37])([CH3:6])([CH3:4])[CH3:5]. Given the reactants [Na+].[I-].[C:3]([O:7][C:8](=[O:38])[N:9]([CH3:37])[C@H:10]([C:12](=[O:36])[NH:13][C@@H:14]1[C:20](=[O:21])[NH:19][C:18]2[CH:22]=[C:23]([O:26][CH2:27][CH2:28][CH2:29][C:30]3[CH:35]=[CH:34][CH:33]=[CH:32][CH:31]=3)[CH:24]=[CH:25][C:17]=2[CH2:16][CH2:15]1)[CH3:11])([CH3:6])([CH3:5])[CH3:4].[CH2:39](Br)[C:40]1[CH:45]=[CH:44][CH:43]=[CH:42][CH:41]=1, predict the reaction product. (5) Given the reactants [CH2:1]([S:8]([NH:11][C:12]([CH:14]1[CH2:19][CH2:18][N:17]([C:20]2[C:30]([C:31]#[N:32])=[CH:29][C:23]([C:24]([O:26][CH2:27][CH3:28])=[O:25])=[C:22]([CH2:33]Cl)[N:21]=2)[CH2:16][CH2:15]1)=[O:13])(=[O:10])=[O:9])[C:2]1[CH:7]=[CH:6][CH:5]=[CH:4][CH:3]=1.[SH:35][CH2:36][CH2:37][OH:38], predict the reaction product. The product is: [CH2:1]([S:8]([NH:11][C:12]([CH:14]1[CH2:19][CH2:18][N:17]([C:20]2[C:30]([C:31]#[N:32])=[CH:29][C:23]([C:24]([O:26][CH2:27][CH3:28])=[O:25])=[C:22]([CH2:33][S:35][CH2:36][CH2:37][OH:38])[N:21]=2)[CH2:16][CH2:15]1)=[O:13])(=[O:10])=[O:9])[C:2]1[CH:7]=[CH:6][CH:5]=[CH:4][CH:3]=1. (6) Given the reactants [C:1]([O:10][CH2:11][CH3:12])(=[O:9])[CH2:2][C:3]([O:5][CH2:6][CH2:7][OH:8])=[O:4].[C:13](O[C:13]([O:15][C:16]([CH3:19])([CH3:18])[CH3:17])=[O:14])([O:15][C:16]([CH3:19])([CH3:18])[CH3:17])=[O:14].C(N(CC)CC)C, predict the reaction product. The product is: [C:3]([O:5][CH2:6][CH2:7][O:8][C:13]([O:15][C:16]([CH3:19])([CH3:18])[CH3:17])=[O:14])(=[O:4])[CH2:2][C:1]([O:10][CH2:11][CH3:12])=[O:9].